This data is from Forward reaction prediction with 1.9M reactions from USPTO patents (1976-2016). The task is: Predict the product of the given reaction. Given the reactants Br[C:2]1[CH:7]=[CH:6][C:5]([C:8]([F:11])([F:10])[F:9])=[CH:4][CH:3]=1.C([Li])CCC.[CH2:17]([N:24]1[CH2:29][CH2:28][C:27](=[O:30])[CH2:26][CH2:25]1)[C:18]1[CH:23]=[CH:22][CH:21]=[CH:20][CH:19]=1, predict the reaction product. The product is: [CH2:17]([N:24]1[CH2:29][CH2:28][C:27]([C:2]2[CH:7]=[CH:6][C:5]([C:8]([F:11])([F:10])[F:9])=[CH:4][CH:3]=2)([OH:30])[CH2:26][CH2:25]1)[C:18]1[CH:19]=[CH:20][CH:21]=[CH:22][CH:23]=1.